Dataset: Kir2.1 potassium channel HTS with 301,493 compounds. Task: Binary Classification. Given a drug SMILES string, predict its activity (active/inactive) in a high-throughput screening assay against a specified biological target. (1) The molecule is S(=O)(=O)(N1CCC(CC1)C)c1c2c(sc1C)ncn(c2=O)CC(=O)N1CCN(CC1)c1ncccc1. The result is 0 (inactive). (2) The drug is Clc1c(S(=O)(=O)NCCC(OCC(=O)Nc2noc(c2)C)=O)c(Cl)ccc1. The result is 0 (inactive). (3) The compound is O=c1n(CC(=O)NCCC(=O)NCc2ncccc2)ccc2c1cccc2. The result is 0 (inactive). (4) The molecule is o1c2c(c(c(Cc3ccccc3)c1=O)C)ccc(OCC(=O)Nc1c(cccc1C)C)c2C. The result is 0 (inactive). (5) The molecule is O1c2c(N(CC(=O)Nc3c(OC)ccc(OC)c3)C(=O)C1)cc(cc2)C. The result is 0 (inactive). (6) The compound is O=C1C(N(c2c1cccc2)C(=O)C)N(CC)c1cc(ccc1)C. The result is 0 (inactive).